Predict the product of the given reaction. From a dataset of Forward reaction prediction with 1.9M reactions from USPTO patents (1976-2016). (1) Given the reactants [NH2:1][C:2]1[N:7]=[CH:6][N:5]=[C:4]2[N:8]([CH2:12][C:13]3[O:14][C:15]4[C:20]([C:21](=[O:29])[C:22]=3[C:23]3[CH:28]=[CH:27][CH:26]=[CH:25][CH:24]=3)=[CH:19][CH:18]=[CH:17][CH:16]=4)[N:9]=[C:10](I)[C:3]=12.[N:30]1[CH:35]=[CH:34][CH:33]=[C:32](B(O)O)[CH:31]=1.C(=O)([O-])[O-].[Na+].[Na+].ClCCl, predict the reaction product. The product is: [NH2:1][C:2]1[N:7]=[CH:6][N:5]=[C:4]2[N:8]([CH2:12][C:13]3[O:14][C:15]4[C:20]([C:21](=[O:29])[C:22]=3[C:23]3[CH:28]=[CH:27][CH:26]=[CH:25][CH:24]=3)=[CH:19][CH:18]=[CH:17][CH:16]=4)[N:9]=[C:10]([C:32]3[CH:31]=[N:30][CH:35]=[CH:34][CH:33]=3)[C:3]=12. (2) Given the reactants [CH2:1]([O:8][C:9]1[CH:14]=[CH:13][C:12](Br)=[CH:11][CH:10]=1)[C:2]1[CH:7]=[CH:6][CH:5]=[CH:4][CH:3]=1.C([Li])CCC.[CH2:21]([C:23]1[C:32]2[C:27](=[CH:28][CH:29]=[C:30]([O:33][CH3:34])[CH:31]=2)[O:26][CH:25]([OH:35])[C:24]=1[C:36]1[CH:41]=[CH:40][CH:39]=[C:38]([O:42][CH3:43])[CH:37]=1)[CH3:22], predict the reaction product. The product is: [CH2:1]([O:8][C:9]1[CH:14]=[CH:13][C:12]([C@@H:25]([OH:35])/[C:24](/[C:36]2[CH:41]=[CH:40][CH:39]=[C:38]([O:42][CH3:43])[CH:37]=2)=[C:23](\[C:32]2[CH:31]=[C:30]([O:33][CH3:34])[CH:29]=[CH:28][C:27]=2[OH:26])/[CH2:21][CH3:22])=[CH:11][CH:10]=1)[C:2]1[CH:7]=[CH:6][CH:5]=[CH:4][CH:3]=1. (3) Given the reactants [NH2:1][C:2]1[N:7]=[CH:6][N:5]=[C:4]([NH:8][C:9]2[CH:14]=[CH:13][C:12]([CH2:15][C:16](N(OC)C)=[O:17])=[CH:11][CH:10]=2)[C:3]=1[C:22]1[CH:27]=[CH:26][C:25]([O:28][C:29]2[CH:34]=[CH:33][CH:32]=[CH:31][CH:30]=2)=[CH:24][CH:23]=1.[CH2:35]1[CH2:39]OC[CH2:36]1.C([Mg]Br)#CC, predict the reaction product. The product is: [NH2:1][C:2]1[N:7]=[CH:6][N:5]=[C:4]([NH:8][C:9]2[CH:14]=[CH:13][C:12]([CH2:15][C:16](=[O:17])[C:36]#[C:35][CH3:39])=[CH:11][CH:10]=2)[C:3]=1[C:22]1[CH:27]=[CH:26][C:25]([O:28][C:29]2[CH:30]=[CH:31][CH:32]=[CH:33][CH:34]=2)=[CH:24][CH:23]=1. (4) Given the reactants Cl[C:2]1[C:11]2[C:6](=[CH:7][CH:8]=[CH:9][CH:10]=2)[N:5]=[C:4]([CH3:12])[N:3]=1.[NH2:13][C:14]1[CH:19]=[CH:18][N:17]=[CH:16][CH:15]=1, predict the reaction product. The product is: [CH3:12][C:4]1[N:3]=[C:2]([NH:13][C:14]2[CH:19]=[CH:18][N:17]=[CH:16][CH:15]=2)[C:11]2[C:6](=[CH:7][CH:8]=[CH:9][CH:10]=2)[N:5]=1.